From a dataset of Catalyst prediction with 721,799 reactions and 888 catalyst types from USPTO. Predict which catalyst facilitates the given reaction. (1) Reactant: [H-].[Na+].[NH2:3][C:4]1[CH:9]=[CH:8][C:7]([OH:10])=[CH:6][CH:5]=1.[CH3:11][NH:12][C:13]1[CH:18]=[C:17](Cl)[CH:16]=[CH:15][C:14]=1[N+:20]([O-:22])=[O:21]. Product: [CH3:11][NH:12][C:13]1[CH:18]=[C:17]([CH:16]=[CH:15][C:14]=1[N+:20]([O-:22])=[O:21])[O:10][C:7]1[CH:8]=[CH:9][C:4]([NH2:3])=[CH:5][CH:6]=1. The catalyst class is: 3. (2) Product: [N:42]1[O:43][N:44]=[C:40]2[CH:39]=[C:38]([C:2]3[CH:3]=[C:4]([CH:14]([CH2:20][CH:21]([CH3:23])[CH3:22])[C:15]([O:17][CH2:18][CH3:19])=[O:16])[CH:5]=[C:6]([Cl:13])[C:7]=3[O:8][CH2:9][CH:10]3[CH2:12][CH2:11]3)[CH:46]=[CH:45][C:41]=12. Reactant: Br[C:2]1[CH:3]=[C:4]([CH:14]([CH2:20][CH:21]([CH3:23])[CH3:22])[C:15]([O:17][CH2:18][CH3:19])=[O:16])[CH:5]=[C:6]([Cl:13])[C:7]=1[O:8][CH2:9][CH:10]1[CH2:12][CH2:11]1.C([O-])([O-])=O.[Cs+].[Cs+].CC1(C)C(C)(C)OB([C:38]2[CH:46]=[CH:45][C:41]3=[N:42][O:43][N:44]=[C:40]3[CH:39]=2)O1. The catalyst class is: 18. (3) The catalyst class is: 721. Product: [CH3:1][O:2][C:3](=[O:6])[CH2:4][O:5][C:13]1[N:18]=[C:17]([O:19][CH3:20])[CH:16]=[C:15]([O:21][CH3:22])[N:14]=1. Reactant: [CH3:1][O:2][C:3](=[O:6])[CH2:4][OH:5].[H-].[Na+].CS([C:13]1[N:18]=[C:17]([O:19][CH3:20])[CH:16]=[C:15]([O:21][CH3:22])[N:14]=1)(=O)=O. (4) Reactant: [NH2:1][C:2]1[CH:3]=[CH:4][C:5]([CH3:26])=[C:6]([N:8]2[C:17](=[O:18])[C:16]3[C:11](=[CH:12][CH:13]=[C:14]([N:19]4[CH2:24][CH2:23][N:22]([CH3:25])[CH2:21][CH2:20]4)[CH:15]=3)[N:10]=[CH:9]2)[CH:7]=1.[CH:27]1[C:35]2[C:34]3[CH:36]=[CH:37][CH:38]=[CH:39][C:33]=3[O:32][C:31]=2[C:30]([C:40](O)=[O:41])=[CH:29][CH:28]=1.C(N(C(C)C)CC)(C)C. Product: [CH:27]1[C:35]2[C:34]3[CH:36]=[CH:37][CH:38]=[CH:39][C:33]=3[O:32][C:31]=2[C:30]([C:40]([NH:1][C:2]2[CH:3]=[CH:4][C:5]([CH3:26])=[C:6]([N:8]3[C:17](=[O:18])[C:16]4[C:11](=[CH:12][CH:13]=[C:14]([N:19]5[CH2:24][CH2:23][N:22]([CH3:25])[CH2:21][CH2:20]5)[CH:15]=4)[N:10]=[CH:9]3)[CH:7]=2)=[O:41])=[CH:29][CH:28]=1. The catalyst class is: 18. (5) Reactant: [CH2:1]([O:3][C:4]([C:6]1[C:7]([NH2:12])=[N:8][NH:9][C:10]=1[CH3:11])=[O:5])[CH3:2].C([O-])([O-])=O.[K+].[K+].Cl[CH2:20][C:21]([N:23]1[CH2:28][CH2:27][N:26]([C:29]2[CH:34]=[CH:33][C:32]([F:35])=[CH:31][CH:30]=2)[CH2:25][CH2:24]1)=[O:22].CN(C=O)C. Product: [CH2:1]([O:3][C:4]([C:6]1[C:7]([NH2:12])=[N:8][N:9]([CH2:20][C:21]([N:23]2[CH2:24][CH2:25][N:26]([C:29]3[CH:34]=[CH:33][C:32]([F:35])=[CH:31][CH:30]=3)[CH2:27][CH2:28]2)=[O:22])[C:10]=1[CH3:11])=[O:5])[CH3:2]. The catalyst class is: 195. (6) The catalyst class is: 5. Product: [C:16]([O:15][C:14]([NH:13][C:9]([C:4]1[CH:3]=[C:2]([F:1])[CH:7]=[C:6]([F:8])[CH:5]=1)([CH3:12])[CH2:10][NH:22][C:23]1([C:29]([O:31][CH3:32])=[O:30])[CH2:28][CH2:27][CH2:26][CH2:25][CH2:24]1)=[O:20])([CH3:19])([CH3:18])[CH3:17]. Reactant: [F:1][C:2]1[CH:3]=[C:4]([C:9]([NH:13][C:14](=[O:20])[O:15][C:16]([CH3:19])([CH3:18])[CH3:17])([CH3:12])[CH:10]=O)[CH:5]=[C:6]([F:8])[CH:7]=1.Cl.[NH2:22][C:23]1([C:29]([O:31][CH3:32])=[O:30])[CH2:28][CH2:27][CH2:26][CH2:25][CH2:24]1.CC(O)=O.[BH3-]C#N.[Na+]. (7) Reactant: [CH3:1][NH:2][CH2:3][C:4]1[CH:9]=[CH:8][N:7]=[CH:6][CH:5]=1.C(N(CC)CC)C.[CH3:17][O:18][C:19]1[CH:27]=[CH:26][C:22]([C:23](Cl)=[O:24])=[CH:21][CH:20]=1. Product: [CH3:17][O:18][C:19]1[CH:27]=[CH:26][C:22]([C:23]([N:2]([CH3:1])[CH2:3][C:4]2[CH:9]=[CH:8][N:7]=[CH:6][CH:5]=2)=[O:24])=[CH:21][CH:20]=1. The catalyst class is: 2.